From a dataset of Full USPTO retrosynthesis dataset with 1.9M reactions from patents (1976-2016). Predict the reactants needed to synthesize the given product. (1) The reactants are: [I:1][C:2]1[C:6]([C:7]([O:9][CH2:10][CH3:11])=[O:8])=[CH:5][NH:4][N:3]=1.C(=O)([O-])[O-].[Cs+].[Cs+].I[CH:19]([CH3:21])[CH3:20]. Given the product [I:1][C:2]1[N:3]([CH:19]([CH3:21])[CH3:20])[N:4]=[CH:5][C:6]=1[C:7]([O:9][CH2:10][CH3:11])=[O:8], predict the reactants needed to synthesize it. (2) Given the product [CH2:22]1[C:20]2[C:5](=[CH:4][CH:3]=[CH:2][CH:21]=2)[CH2:6][CH2:26][N:23]1[CH2:19][C@@H:17]([OH:18])[CH2:16][O:15][C:12]1[CH:13]=[CH:14][C:9]([C:6]2[C:5]3[CH:20]=[CH:21][C:2]([F:1])=[CH:3][C:4]=3[O:8][N:7]=2)=[CH:10][CH:11]=1, predict the reactants needed to synthesize it. The reactants are: [F:1][C:2]1[CH:21]=[CH:20][C:5]2[C:6]([C:9]3[CH:14]=[CH:13][C:12]([O:15][CH2:16][C@H:17]4[CH2:19][O:18]4)=[CH:11][CH:10]=3)=[N:7][O:8][C:4]=2[CH:3]=1.[CH3:22][N:23]([CH3:26])C=O. (3) Given the product [CH2:1]([O:8][C:9]1[CH:10]=[C:11]2[C:15](=[CH:16][CH:17]=1)[N:14]([CH2:21][CH2:22][C:23]([OH:25])=[O:24])[CH:13]=[CH:12]2)[C:2]1[CH:3]=[CH:4][CH:5]=[CH:6][CH:7]=1, predict the reactants needed to synthesize it. The reactants are: [CH2:1]([O:8][C:9]1[CH:10]=[C:11]2[C:15](=[CH:16][CH:17]=1)[NH:14][CH:13]=[CH:12]2)[C:2]1[CH:7]=[CH:6][CH:5]=[CH:4][CH:3]=1.[OH-].[K+].Br[CH2:21][CH2:22][C:23]([O:25]CC)=[O:24].Cl. (4) The reactants are: [N+:1]([C:4]1[CH:5]=[C:6]([OH:10])[CH:7]=[CH:8][CH:9]=1)([O-:3])=[O:2].C(=O)([O-])[O-].[Cs+].[Cs+].Br[CH2:18][C:19]([O:21][CH3:22])=[O:20].O. Given the product [N+:1]([C:4]1[CH:5]=[C:6]([CH:7]=[CH:8][CH:9]=1)[O:10][CH2:18][C:19]([O:21][CH3:22])=[O:20])([O-:3])=[O:2], predict the reactants needed to synthesize it. (5) The reactants are: [CH3:1][N:2]1[C:6]2[S:7][CH:8]=[CH:9][C:5]=2[C:4]([CH3:10])=[N:3]1.C([Li])CCC.[CH2:16]([Sn:20]([CH2:26][CH2:27][CH2:28][CH3:29])([CH2:22][CH2:23][CH2:24][CH3:25])Cl)[CH2:17][CH2:18][CH3:19]. Given the product [CH3:1][N:2]1[C:6]2[S:7][C:8]([Sn:20]([CH2:22][CH2:23][CH2:24][CH3:25])([CH2:26][CH2:27][CH2:28][CH3:29])[CH2:16][CH2:17][CH2:18][CH3:19])=[CH:9][C:5]=2[C:4]([CH3:10])=[N:3]1, predict the reactants needed to synthesize it.